This data is from Full USPTO retrosynthesis dataset with 1.9M reactions from patents (1976-2016). The task is: Predict the reactants needed to synthesize the given product. (1) Given the product [NH2:1][C:2]1[N:7]=[C:6]([C:8]2[S:9][CH:10]=[CH:11][N:12]=2)[C:5]([C:13]2[CH:14]=[CH:15][C:16](=[O:19])[N:17]([CH:20]([CH3:22])[CH3:21])[N:18]=2)=[CH:4][N:3]=1, predict the reactants needed to synthesize it. The reactants are: [NH2:1][C:2]1[N:7]=[C:6]([C:8]2[S:9][CH:10]=[CH:11][N:12]=2)[C:5]([C:13]2[CH:14]=[CH:15][C:16](=[O:19])[NH:17][N:18]=2)=[CH:4][N:3]=1.[CH:20](I)([CH3:22])[CH3:21]. (2) The reactants are: [C:1]([O:5][C:6]([NH:8][C@@H:9]([CH2:14][O:15][CH2:16][C@H:17]([CH2:29][C:30]1[CH:35]=[CH:34][CH:33]=[CH:32][CH:31]=1)[C@@H:18]([CH2:22][C:23]1[CH:28]=[CH:27][CH:26]=[CH:25][CH:24]=1)[C@H:19]([OH:21])[CH3:20])[C:10]([O:12][CH3:13])=[O:11])=[O:7])([CH3:4])([CH3:3])[CH3:2].C(Cl)Cl.CS(C)=O. Given the product [C:1]([O:5][C:6]([NH:8][C@@H:9]([CH2:14][O:15][CH2:16][C@H:17]([CH2:29][C:30]1[CH:31]=[CH:32][CH:33]=[CH:34][CH:35]=1)[C@@H:18]([CH2:22][C:23]1[CH:28]=[CH:27][CH:26]=[CH:25][CH:24]=1)[C:19](=[O:21])[CH3:20])[C:10]([O:12][CH3:13])=[O:11])=[O:7])([CH3:2])([CH3:3])[CH3:4], predict the reactants needed to synthesize it.